This data is from Reaction yield outcomes from USPTO patents with 853,638 reactions. The task is: Predict the reaction yield, written as a fraction of the theoretical maximum amount of product (1.0 means a 100% yield; for example, 0.34 means a 34% yield). (1) The reactants are [CH2:1]1[CH:10]2[N:5]([CH2:6][CH2:7][CH2:8][CH2:9]2)[CH2:4][CH:3]([CH2:11][OH:12])[CH2:2]1.C(N(CC)CC)C.[CH3:20][S:21](Cl)(=[O:23])=[O:22]. The catalyst is ClCCl. The product is [CH3:20][S:21]([O:12][CH2:11][CH:3]1[CH2:4][N:5]2[CH:10]([CH2:9][CH2:8][CH2:7][CH2:6]2)[CH2:1][CH2:2]1)(=[O:23])=[O:22]. The yield is 0.910. (2) The reactants are [OH-].[Na+].C([O:6][CH2:7][C:8]1[CH:13]=[C:12]([C:14]([O:16]C)=[O:15])[CH:11]=[CH:10][C:9]=1[C:18]1[CH:23]=[CH:22][CH:21]=[CH:20][C:19]=1[CH3:24])(=O)C. The catalyst is CCO. The product is [OH:6][CH2:7][C:8]1[CH:13]=[C:12]([C:14]([OH:16])=[O:15])[CH:11]=[CH:10][C:9]=1[C:18]1[CH:23]=[CH:22][CH:21]=[CH:20][C:19]=1[CH3:24]. The yield is 0.710. (3) The reactants are [CH2:1]([O:8][C:9]1[CH:10]=[CH:11][CH:12]=[C:13]2[C:17]=1[NH:16][CH:15]=[CH:14]2)[C:2]1[CH:7]=[CH:6][CH:5]=[CH:4][CH:3]=1.[CH3:18]C1C2C(=CC=CC=2)NC=1. No catalyst specified. The product is [CH2:1]([O:8][C:9]1[CH:10]=[CH:11][CH:12]=[C:13]2[C:17]=1[N:16]([CH3:18])[CH:15]=[CH:14]2)[C:2]1[CH:7]=[CH:6][CH:5]=[CH:4][CH:3]=1. The yield is 1.00.